This data is from Full USPTO retrosynthesis dataset with 1.9M reactions from patents (1976-2016). The task is: Predict the reactants needed to synthesize the given product. (1) Given the product [C:21]1([N:7]2[C:8]3[C:4](=[C:3]([O:2][CH3:1])[C:11]([O:12][CH3:13])=[C:10]([O:14][CH3:15])[CH:9]=3)[CH:5]=[C:6]2[C:16]([O:18][CH3:19])=[O:17])[CH:26]=[CH:25][CH:24]=[CH:23][CH:22]=1, predict the reactants needed to synthesize it. The reactants are: [CH3:1][O:2][C:3]1[C:11]([O:12][CH3:13])=[C:10]([O:14][CH3:15])[CH:9]=[C:8]2[C:4]=1[CH:5]=[C:6]([C:16]([O:18][CH3:19])=[O:17])[NH:7]2.Br[C:21]1[CH:26]=[CH:25][CH:24]=[CH:23][CH:22]=1.[OH-].[K+]. (2) Given the product [OH:2][C:3]1[CH:4]=[CH:5][C:6]2[C:18](=[O:19])[C:17]3[C:16]4[N:15]=[CH:14][CH:13]=[CH:12][C:11]=4[O:10][C:9]=3[C:8]([CH3:20])([CH3:21])[C:7]=2[CH:22]=1, predict the reactants needed to synthesize it. The reactants are: C[O:2][C:3]1[CH:4]=[CH:5][C:6]2[C:18](=[O:19])[C:17]3[C:16]4[N:15]=[CH:14][CH:13]=[CH:12][C:11]=4[O:10][C:9]=3[C:8]([CH3:21])([CH3:20])[C:7]=2[CH:22]=1.Cl.N1C=CC=CC=1.C(=O)(O)[O-].[Na+]. (3) Given the product [CH2:1]([N:8]1[CH2:14][C:13]2[CH:15]=[C:16]([O:19][CH3:20])[CH:17]=[CH:18][C:12]=2[O:11][CH2:10][CH2:9]1)[C:2]1[CH:3]=[CH:4][CH:5]=[CH:6][CH:7]=1, predict the reactants needed to synthesize it. The reactants are: [CH2:1]([N:8]1[CH2:14][C:13]2[CH:15]=[C:16]([O:19][CH3:20])[CH:17]=[CH:18][C:12]=2[O:11][CH2:10][C:9]1=O)[C:2]1[CH:7]=[CH:6][CH:5]=[CH:4][CH:3]=1.[H-].[Al+3].[Li+].[H-].[H-].[H-].C(N1CC2C=CC=CC=2OCC1)C1C=CC=CC=1. (4) Given the product [Cl:1][C:2]1[C:7]([CH3:8])=[C:6]([C:9]([OH:10])=[O:19])[CH:5]=[CH:4][N:3]=1, predict the reactants needed to synthesize it. The reactants are: [Cl:1][C:2]1[C:7]([CH3:8])=[C:6]([C:9](N(C)C2C=CC=CC=2)=[O:10])[CH:5]=[CH:4][N:3]=1.[OH:19]S(O)(=O)=O.C([O-])([O-])=O.[Na+].[Na+]. (5) Given the product [F:21][C:22]1[CH:27]=[CH:26][C:25]([C:2]2[CH:7]=[C:6]([C:25]3[CH:26]=[CH:27][C:22]([F:21])=[CH:23][CH:24]=3)[N:5]=[C:4]([NH:9][C:10]3[CH:15]=[CH:14][C:13]([O:16][C:17]([F:20])([F:19])[F:18])=[CH:12][CH:11]=3)[N:3]=2)=[CH:24][CH:23]=1, predict the reactants needed to synthesize it. The reactants are: Cl[C:2]1[CH:7]=[C:6](Cl)[N:5]=[C:4]([NH:9][C:10]2[CH:15]=[CH:14][C:13]([O:16][C:17]([F:20])([F:19])[F:18])=[CH:12][CH:11]=2)[N:3]=1.[F:21][C:22]1[CH:27]=[CH:26][C:25](B(O)O)=[CH:24][CH:23]=1.C(=O)([O-])[O-].[Na+].[Na+].